Task: Predict the reactants needed to synthesize the given product.. Dataset: Full USPTO retrosynthesis dataset with 1.9M reactions from patents (1976-2016) (1) The reactants are: [Cl:1][C:2]1[C:3]([C:16]2[C:24]3[C:19](=[CH:20][CH:21]=[CH:22][CH:23]=3)[NH:18][N:17]=2)=[N:4][C:5]([NH:8][C@@H:9]2[CH2:14][CH2:13][CH2:12][C@H:11]([NH2:15])[CH2:10]2)=[N:6][CH:7]=1.[N+:25]([C:28]1[CH:35]=[CH:34][C:31]([CH:32]=O)=[CH:30][CH:29]=1)([O-:27])=[O:26].[BH3-]C#N.[Na+].O. Given the product [Cl:1][C:2]1[C:3]([C:16]2[C:24]3[C:19](=[CH:20][CH:21]=[CH:22][CH:23]=3)[NH:18][N:17]=2)=[N:4][C:5]([NH:8][C@@H:9]2[CH2:14][CH2:13][CH2:12][C@H:11]([NH:15][CH2:32][C:31]3[CH:34]=[CH:35][C:28]([N+:25]([O-:27])=[O:26])=[CH:29][CH:30]=3)[CH2:10]2)=[N:6][CH:7]=1, predict the reactants needed to synthesize it. (2) Given the product [C:1]([O:5][C:6]([NH:8][CH2:9][C:10]1[CH:11]=[C:12]2[C:17](=[CH:18][CH:19]=1)[CH2:16][CH:15]([CH2:20][OH:21])[CH2:14][CH2:13]2)=[O:7])([CH3:4])([CH3:3])[CH3:2], predict the reactants needed to synthesize it. The reactants are: [C:1]([O:5][C:6]([NH:8][CH2:9][C:10]1[CH:11]=[C:12]2[C:17](=[CH:18][CH:19]=1)[CH2:16][CH:15]([CH2:20][O:21][Si](C(C)(C)C)(C)C)[CH2:14][CH2:13]2)=[O:7])([CH3:4])([CH3:3])[CH3:2].[F-].C([N+](CCCC)(CCCC)CCCC)CCC. (3) Given the product [CH3:11][CH:10]([CH3:12])[CH:6]([CH2:5][S:2]([N:28]1[CH2:29][CH2:30][N:25]([C:22]2[CH:21]=[CH:20][C:19]([C:15]3[CH:14]=[N:13][CH:18]=[CH:17][CH:16]=3)=[CH:24][CH:23]=2)[CH2:26][CH2:27]1)(=[O:4])=[O:3])[C:7]([OH:9])=[O:8], predict the reactants needed to synthesize it. The reactants are: Cl[S:2]([CH2:5][CH:6]([CH:10]([CH3:12])[CH3:11])[C:7]([OH:9])=[O:8])(=[O:4])=[O:3].[N:13]1[CH:18]=[CH:17][CH:16]=[C:15]([C:19]2[CH:24]=[CH:23][C:22]([N:25]3[CH2:30][CH2:29][NH:28][CH2:27][CH2:26]3)=[CH:21][CH:20]=2)[CH:14]=1.C(N(CC)CC)C.FC(F)(F)C(O)=O. (4) Given the product [N:1]1([CH2:14][C:10]2[CH:9]=[C:8]([CH:12]=[O:13])[NH:7][CH:11]=2)[CH2:6][CH2:5][O:4][CH2:3][CH2:2]1, predict the reactants needed to synthesize it. The reactants are: [NH:1]1[CH2:6][CH2:5][O:4][CH2:3][CH2:2]1.[NH:7]1[CH:11]=[CH:10][CH:9]=[C:8]1[CH:12]=[O:13].[CH2:14]=O. (5) Given the product [C:12]([C:6]1[CH:7]=[N:8][C:9]2[C:4]([C:5]=1[NH:14][CH:15]1[CH2:16][CH2:17][CH2:18][CH2:19][CH2:20][CH2:21]1)=[CH:3][C:2]([NH:1][CH2:22][C:24]1[CH:25]=[CH:26][C:27]([S:30]([NH2:33])(=[O:32])=[O:31])=[CH:28][CH:29]=1)=[CH:11][CH:10]=2)#[N:13], predict the reactants needed to synthesize it. The reactants are: [NH2:1][C:2]1[CH:3]=[C:4]2[C:9](=[CH:10][CH:11]=1)[N:8]=[CH:7][C:6]([C:12]#[N:13])=[C:5]2[NH:14][CH:15]1[CH2:21][CH2:20][CH2:19][CH2:18][CH2:17][CH2:16]1.[CH:22]([C:24]1[CH:29]=[CH:28][C:27]([S:30]([NH2:33])(=[O:32])=[O:31])=[CH:26][CH:25]=1)=O.[BH3-]C#N.[Na+]. (6) Given the product [C:33]([O:36][C:37]([N:39]1[CH2:44][CH2:43][CH:42]([CH2:45][NH:1][C:2]2[CH:7]=[C:6]([C:8]([F:11])([F:9])[F:10])[CH:5]=[CH:4][C:3]=2[C:12]2[CH:13]=[C:14]([O:18][C:19]3[C:24]4[N:25]=[C:26]([NH:28][C:29](=[O:31])[CH3:30])[S:27][C:23]=4[CH:22]=[CH:21][CH:20]=3)[N:15]=[CH:16][N:17]=2)[CH2:41][CH2:40]1)=[O:38])([CH3:35])([CH3:32])[CH3:34], predict the reactants needed to synthesize it. The reactants are: [NH2:1][C:2]1[CH:7]=[C:6]([C:8]([F:11])([F:10])[F:9])[CH:5]=[CH:4][C:3]=1[C:12]1[N:17]=[CH:16][N:15]=[C:14]([O:18][C:19]2[C:24]3[N:25]=[C:26]([NH:28][C:29](=[O:31])[CH3:30])[S:27][C:23]=3[CH:22]=[CH:21][CH:20]=2)[CH:13]=1.[CH3:32][C:33]([O:36][C:37]([N:39]1[CH2:44][CH2:43][CH:42]([CH:45]=O)[CH2:41][CH2:40]1)=[O:38])([CH3:35])[CH3:34]. (7) Given the product [CH3:1][O:2][C:3](=[O:21])[C:4]1[CH:9]=[CH:8][N:7]=[C:6]([S:10][CH2:41][C:42](=[O:44])[CH3:43])[CH:5]=1, predict the reactants needed to synthesize it. The reactants are: [CH3:1][O:2][C:3](=[O:21])[C:4]1[CH:9]=[CH:8][N:7]=[C:6]([S:10][Si](C(C)C)(C(C)C)C(C)C)[CH:5]=1.[F-].C([N+](CCCC)(CCCC)CCCC)CCC.Cl[CH2:41][C:42](=[O:44])[CH3:43].CCN(C(C)C)C(C)C. (8) Given the product [CH3:26][C:27]1[N:28]=[C:29]([C:2]2[C:3]3[N:11]=[N:10][N:9]([CH2:12][C:13]4[CH:18]=[CH:17][CH:16]=[C:15]([C:19]5([OH:25])[CH2:24][CH2:23][O:22][CH2:21][CH2:20]5)[N:14]=4)[C:4]=3[N:5]=[C:6]([NH2:8])[N:7]=2)[S:30][CH:31]=1, predict the reactants needed to synthesize it. The reactants are: Cl[C:2]1[C:3]2[N:11]=[N:10][N:9]([CH2:12][C:13]3[CH:18]=[CH:17][CH:16]=[C:15]([C:19]4([OH:25])[CH2:24][CH2:23][O:22][CH2:21][CH2:20]4)[N:14]=3)[C:4]=2[N:5]=[C:6]([NH2:8])[N:7]=1.[CH3:26][C:27]1[N:28]=[CH:29][S:30][CH:31]=1. (9) The reactants are: [C:1]([O:7][CH2:8][CH2:9][C@@H:10]1[O:63][C@@H:14]2[C@H:15]([O:45][Si:46]([C:59]([CH3:62])([CH3:61])[CH3:60])([C:53]3[CH:58]=[CH:57][CH:56]=[CH:55][CH:54]=3)[C:47]3[CH:52]=[CH:51][CH:50]=[CH:49][CH:48]=3)[C@@H:16]3[O:21][C@H:20]([CH2:22][CH:23]([OH:26])CO)[C@H:19]([O:27][Si:28]([C:41]([CH3:44])([CH3:43])[CH3:42])([C:35]4[CH:40]=[CH:39][CH:38]=[CH:37][CH:36]=4)[C:29]4[CH:34]=[CH:33][CH:32]=[CH:31][CH:30]=4)[C@@H:17]3[O:18][C@H:13]2[CH2:12][CH2:11]1)(=[O:6])[C:2]([CH3:5])([CH3:4])[CH3:3].C1COCC1.O.I([O-])(=O)(=O)=O.[Na+]. Given the product [C:1]([O:7][CH2:8][CH2:9][C@@H:10]1[O:63][C@@H:14]2[C@H:15]([O:45][Si:46]([C:59]([CH3:62])([CH3:61])[CH3:60])([C:53]3[CH:54]=[CH:55][CH:56]=[CH:57][CH:58]=3)[C:47]3[CH:48]=[CH:49][CH:50]=[CH:51][CH:52]=3)[C@@H:16]3[O:21][C@H:20]([CH2:22][CH:23]=[O:26])[C@H:19]([O:27][Si:28]([C:41]([CH3:44])([CH3:43])[CH3:42])([C:29]4[CH:30]=[CH:31][CH:32]=[CH:33][CH:34]=4)[C:35]4[CH:40]=[CH:39][CH:38]=[CH:37][CH:36]=4)[C@@H:17]3[O:18][C@H:13]2[CH2:12][CH2:11]1)(=[O:6])[C:2]([CH3:3])([CH3:4])[CH3:5], predict the reactants needed to synthesize it. (10) Given the product [Cl:1][C:2]1[CH:7]=[CH:6][CH:5]=[CH:4][C:3]=1[CH2:8][C:9]1[N:19]([C:16]2[CH:17]=[CH:18][C:13]([CH3:12])=[CH:14][CH:15]=2)[C:20](=[S:23])[NH:21][N:22]=1, predict the reactants needed to synthesize it. The reactants are: [Cl:1][C:2]1[CH:7]=[CH:6][CH:5]=[CH:4][C:3]=1[CH2:8][C:9](O)=O.[CH3:12][C:13]1[CH:18]=[CH:17][C:16]([NH:19][C:20](=[S:23])[NH:21][NH2:22])=[CH:15][CH:14]=1.